Dataset: Catalyst prediction with 721,799 reactions and 888 catalyst types from USPTO. Task: Predict which catalyst facilitates the given reaction. (1) Reactant: [CH3:1][Mg]Br.[CH3:4][C:5]([S:8](/[N:10]=[CH:11]/[C:12]1[CH:17]=[CH:16][C:15]([C:18]2[C:27]([C:28]3[CH:33]=[CH:32][CH:31]=[CH:30][CH:29]=3)=[CH:26][C:25]3[C:24]4=[N:34][N:35]=[CH:36][N:23]4[CH:22]=[CH:21][C:20]=3[N:19]=2)=[CH:14][CH:13]=1)=[O:9])([CH3:7])[CH3:6]. Product: [CH3:7][C:5]([S:8]([NH:10][CH:11]([C:12]1[CH:13]=[CH:14][C:15]([C:18]2[C:27]([C:28]3[CH:29]=[CH:30][CH:31]=[CH:32][CH:33]=3)=[CH:26][C:25]3[C:24]4=[N:34][N:35]=[CH:36][N:23]4[CH:22]=[CH:21][C:20]=3[N:19]=2)=[CH:16][CH:17]=1)[CH3:1])=[O:9])([CH3:4])[CH3:6]. The catalyst class is: 2. (2) Reactant: [NH2:1][C:2]1[N:7]=[C:6]([C:8]2[CH:13]=[CH:12][CH:11]=[C:10]([F:14])[CH:9]=2)[C:5]([C:15]2[CH:20]=[CH:19][N:18]=[CH:17][CH:16]=2)=[CH:4][C:3]=1[NH:21][C:22]([CH:24]1[CH2:26][CH2:25]1)=O. Product: [CH:24]1([C:22]2[NH:1][C:2]3=[N:7][C:6]([C:8]4[CH:13]=[CH:12][CH:11]=[C:10]([F:14])[CH:9]=4)=[C:5]([C:15]4[CH:20]=[CH:19][N:18]=[CH:17][CH:16]=4)[CH:4]=[C:3]3[N:21]=2)[CH2:26][CH2:25]1. The catalyst class is: 15. (3) Reactant: [Si]([O:8][CH2:9][C:10]1([CH3:35])[S:16][CH2:15][CH2:14][N:13]2[C:17]([C:20]3([C:23]4[CH:28]=[CH:27][C:26]([C:29]5[N:30]=[CH:31][N:32]([CH3:34])[CH:33]=5)=[CH:25][CH:24]=4)[CH2:22][CH2:21]3)=[N:18][N:19]=[C:12]2[CH2:11]1)(C(C)(C)C)(C)C.Cl. Product: [CH3:35][C:10]1([CH2:9][OH:8])[S:16][CH2:15][CH2:14][N:13]2[C:17]([C:20]3([C:23]4[CH:24]=[CH:25][C:26]([C:29]5[N:30]=[CH:31][N:32]([CH3:34])[CH:33]=5)=[CH:27][CH:28]=4)[CH2:22][CH2:21]3)=[N:18][N:19]=[C:12]2[CH2:11]1. The catalyst class is: 5. (4) Reactant: [NH2:1][C:2]([CH3:9])([CH3:8])[CH2:3][CH2:4][C:5]([OH:7])=[O:6].C([O-])([O-])=O.[Na+].[Na+].[C:16](Cl)([O:18][CH2:19][CH:20]1[C:32]2[C:27](=[CH:28][CH:29]=[CH:30][CH:31]=2)[C:26]2[C:21]1=[CH:22][CH:23]=[CH:24][CH:25]=2)=[O:17].Cl. Product: [CH:31]1[C:32]2[CH:20]([CH2:19][O:18][C:16]([NH:1][C:2]([CH3:9])([CH3:8])[CH2:3][CH2:4][C:5]([OH:7])=[O:6])=[O:17])[C:21]3[C:26](=[CH:25][CH:24]=[CH:23][CH:22]=3)[C:27]=2[CH:28]=[CH:29][CH:30]=1. The catalyst class is: 12. (5) Reactant: [C:1]([NH:5][C:6]([C:8]1[C:16]2[C:11](=[N:12][CH:13]=[C:14]([C:17]3[C:25]4[C:20](=[CH:21][CH:22]=[C:23]([O:26][CH:27]([F:29])[F:28])[CH:24]=4)[N:19]([CH:30]4[CH2:35][CH2:34][N:33]([CH3:36])[CH2:32][CH2:31]4)[N:18]=3)[N:15]=2)[N:10](COCC[Si](C)(C)C)[CH:9]=1)=[O:7])([CH3:4])([CH3:3])[CH3:2].FC(F)(F)C(O)=O.C(N)CN.O. Product: [C:1]([NH:5][C:6]([C:8]1[C:16]2[C:11](=[N:12][CH:13]=[C:14]([C:17]3[C:25]4[C:20](=[CH:21][CH:22]=[C:23]([O:26][CH:27]([F:29])[F:28])[CH:24]=4)[N:19]([CH:30]4[CH2:35][CH2:34][N:33]([CH3:36])[CH2:32][CH2:31]4)[N:18]=3)[N:15]=2)[NH:10][CH:9]=1)=[O:7])([CH3:4])([CH3:3])[CH3:2]. The catalyst class is: 96. (6) Reactant: [Cl:1][C:2]1[CH:7]=[C:6]([C:8]([O-:10])=O)[CH:5]=[CH:4][C:3]=1[C:11]([O:13][CH3:14])=[O:12].CN([P+](ON1N=NC2C=CC=CC1=2)(N(C)C)N(C)C)C.F[P-](F)(F)(F)(F)F.[NH2:42][CH2:43][C:44]1[CH:52]=[CH:51][CH:50]=[C:49]2[C:45]=1[CH:46]=[N:47][N:48]2[CH:53]1[CH2:58][CH2:57][CH2:56][CH2:55][O:54]1.C(N(C(C)C)CC)(C)C. Product: [Cl:1][C:2]1[CH:7]=[C:6]([C:8]([NH:42][CH2:43][C:44]2[CH:52]=[CH:51][CH:50]=[C:49]3[C:45]=2[CH:46]=[N:47][N:48]3[CH:53]2[CH2:58][CH2:57][CH2:56][CH2:55][O:54]2)=[O:10])[CH:5]=[CH:4][C:3]=1[C:11]([O:13][CH3:14])=[O:12]. The catalyst class is: 4. (7) The catalyst class is: 1. Reactant: [OH:1][C@H:2]([CH3:7])[CH2:3][C:4]([NH2:6])=O.B.CSC.Cl.C([O-])([O-])=O.[Na+].[Na+].[C:19](O[C:19]([O:21][C:22]([CH3:25])([CH3:24])[CH3:23])=[O:20])([O:21][C:22]([CH3:25])([CH3:24])[CH3:23])=[O:20]. Product: [OH:1][C@H:2]([CH3:7])[CH2:3][CH2:4][NH:6][C:19](=[O:20])[O:21][C:22]([CH3:25])([CH3:24])[CH3:23]. (8) Reactant: [CH3:1][O:2][C:3](=[O:22])[CH2:4][CH2:5][CH2:6][CH2:7][CH2:8][CH2:9][CH2:10][CH2:11][CH2:12][CH2:13][CH2:14][CH2:15][CH2:16][CH2:17][C:18]([O:20]C)=[O:19].O.O.O.O.O.O.O.O.[OH-].[Ba+2].[OH-]. Product: [CH3:1][O:2][C:3](=[O:22])[CH2:4][CH2:5][CH2:6][CH2:7][CH2:8][CH2:9][CH2:10][CH2:11][CH2:12][CH2:13][CH2:14][CH2:15][CH2:16][CH2:17][C:18]([OH:20])=[O:19]. The catalyst class is: 5. (9) Reactant: [CH2:1]([O:3][C:4](=[O:25])[C:5]1[C:10]([N+:11]([O-:13])=[O:12])=[CH:9][C:8]([NH:14][C:15](=O)[C:16]2[CH:21]=[CH:20][CH:19]=[CH:18][CH:17]=2)=[C:7]([OH:23])[C:6]=1[Cl:24])[CH3:2].C1C=CC(P(C2C=CC=CC=2)C2C=CC=CC=2)=CC=1.CCOC(/N=N/C(OCC)=O)=O.C1(C)C=CC=CC=1. Product: [CH2:1]([O:3][C:4]([C:5]1[C:10]([N+:11]([O-:13])=[O:12])=[CH:9][C:8]2[N:14]=[C:15]([C:16]3[CH:21]=[CH:20][CH:19]=[CH:18][CH:17]=3)[O:23][C:7]=2[C:6]=1[Cl:24])=[O:25])[CH3:2]. The catalyst class is: 242.